From a dataset of Peptide-MHC class I binding affinity with 185,985 pairs from IEDB/IMGT. Regression. Given a peptide amino acid sequence and an MHC pseudo amino acid sequence, predict their binding affinity value. This is MHC class I binding data. The peptide sequence is EVEHRTRVR. The MHC is HLA-B27:05 with pseudo-sequence HLA-B27:05. The binding affinity (normalized) is 0.0847.